This data is from Reaction yield outcomes from USPTO patents with 853,638 reactions. The task is: Predict the reaction yield, written as a fraction of the theoretical maximum amount of product (1.0 means a 100% yield; for example, 0.34 means a 34% yield). (1) The reactants are [Cl:1][C:2]1[CH:3]=[C:4]([CH2:9][C:10]([OH:12])=[O:11])[CH:5]=[CH:6][C:7]=1[OH:8].S(=O)(=O)(O)O.[CH3:18]O. No catalyst specified. The product is [Cl:1][C:2]1[CH:3]=[C:4]([CH2:9][C:10]([O:12][CH3:18])=[O:11])[CH:5]=[CH:6][C:7]=1[OH:8]. The yield is 0.990. (2) The reactants are COC1C=C(OC)C=CC=1C[NH:6][C:7]1[CH:16]=[N:15][C:14]2[C:9](=[CH:10][C:11]([O:17][CH3:18])=[CH:12][CH:13]=2)[N:8]=1.[C:25]([OH:31])([C:27]([F:30])([F:29])[F:28])=[O:26]. The catalyst is C(Cl)Cl. The product is [F:28][C:27]([F:30])([F:29])[C:25]([OH:31])=[O:26].[CH3:18][O:17][C:11]1[CH:10]=[C:9]2[C:14]([N:15]=[CH:16][C:7]([NH2:6])=[N:8]2)=[CH:13][CH:12]=1. The yield is 0.990. (3) The product is [CH2:1]([O:5][C:6]1[C:15]2[C:10](=[CH:11][C:12]([Cl:17])=[C:13]([Cl:16])[CH:14]=2)[C:9](=[O:18])[N:8]([CH2:19][CH2:20][C:21]([OH:23])=[O:22])[C:7]=1[CH2:26][N:27]1[C:28](=[O:37])[C:29]2[C:34](=[CH:33][CH:32]=[CH:31][CH:30]=2)[C:35]1=[O:36])[CH2:2][CH2:3][CH3:4]. The reactants are [CH2:1]([O:5][C:6]1[C:15]2[C:10](=[CH:11][C:12]([Cl:17])=[C:13]([Cl:16])[CH:14]=2)[C:9](=[O:18])[N:8]([CH2:19][CH2:20][C:21]([O:23]CC)=[O:22])[C:7]=1[CH2:26][N:27]1[C:35](=[O:36])[C:34]2[C:29](=[CH:30][CH:31]=[CH:32][CH:33]=2)[C:28]1=[O:37])[CH2:2][CH2:3][CH3:4]. The catalyst is Cl.C(O)(=O)C. The yield is 0.837. (4) The reactants are [C:1]1([C@H:11]([NH:13][C@H:14]2[CH2:18][CH2:17][C@@H:16]([C:19]3[CH:24]=[CH:23][C:22]([N+:25]([O-])=O)=[CH:21][CH:20]=3)[CH2:15]2)[CH3:12])[C:10]2[C:5](=[CH:6][CH:7]=[CH:8][CH:9]=2)[CH:4]=[CH:3][CH:2]=1.[H][H]. The catalyst is C(OCC)(=O)C.[C].[Pd]. The product is [C:1]1([C@H:11]([NH:13][C@H:14]2[CH2:18][CH2:17][C@@H:16]([C:19]3[CH:20]=[CH:21][C:22]([NH2:25])=[CH:23][CH:24]=3)[CH2:15]2)[CH3:12])[C:10]2[C:5](=[CH:6][CH:7]=[CH:8][CH:9]=2)[CH:4]=[CH:3][CH:2]=1. The yield is 0.970. (5) The reactants are [Cl:1][C:2]1[CH:15]=[C:14](/[CH:16]=[CH:17]/[CH:18]([C:23]2[CH:28]=[C:27]([Cl:29])[C:26]([Cl:30])=[C:25]([Cl:31])[CH:24]=2)[C:19]([F:22])([F:21])[F:20])[CH:13]=[CH:12][C:3]=1[CH2:4][NH:5][C:6](=[O:11])[CH2:7][CH2:8]SC.O[O:33][S:34]([O-:36])=O.[K+].[CH3:38]C(C)=O. The catalyst is O. The product is [Cl:1][C:2]1[CH:15]=[C:14](/[CH:16]=[CH:17]/[CH:18]([C:23]2[CH:24]=[C:25]([Cl:31])[C:26]([Cl:30])=[C:27]([Cl:29])[CH:28]=2)[C:19]([F:22])([F:21])[F:20])[CH:13]=[CH:12][C:3]=1[CH2:4][NH:5][C:6](=[O:11])[CH2:7][CH2:8][S:34]([CH3:38])(=[O:36])=[O:33]. The yield is 0.600. (6) The reactants are [NH2:1][C:2]1[S:3][C:4]([C:12]2[CH:13]=[CH:14]C(=O)N(C)[CH:17]=2)=[C:5]([C:7]2[O:8][CH:9]=[CH:10][CH:11]=2)[N:6]=1.[C:20]([OH:28])(=O)[C:21]1[CH:26]=[CH:25][N:24]=[CH:23][CH:22]=1.C1CN([P+](ON2N=[N:53][C:48]3C=CC=CC2=3)(N2CCCC2)N2CCCC2)CC1.F[P-](F)(F)(F)(F)F.[CH2:62]([N:64]([CH2:67][CH3:68])[CH2:65][CH3:66])C.CN([CH:72]=[O:73])C. The catalyst is O. The product is [O:8]1[CH:9]=[CH:10][CH:11]=[C:7]1[C:5]1[N:6]=[C:2]([NH:1][C:20]([C:21]2[CH:22]=[CH:23][N:24]=[C:25]([CH2:62][N:64]3[CH2:67][CH2:68][CH:72]([OH:73])[CH2:66][CH2:65]3)[CH:26]=2)=[O:28])[S:3][C:4]=1[C:12]1[CH:17]=[CH:48][N:53]=[CH:14][CH:13]=1. The yield is 0.560. (7) The reactants are [CH3:1][O:2][C:3](=[O:21])[C:4]1[CH:9]=[C:8]([O:10][C:11]2[CH:16]=[CH:15][C:14]([C:17](=O)[CH3:18])=[CH:13][C:12]=2[Br:20])[CH:7]=[N:6][CH:5]=1.CO.C([BH3-])#[N:25].[Na+]. No catalyst specified. The product is [CH3:1][O:2][C:3](=[O:21])[C:4]1[CH:9]=[C:8]([O:10][C:11]2[CH:16]=[CH:15][C:14]([CH:17]([NH2:25])[CH3:18])=[CH:13][C:12]=2[Br:20])[CH:7]=[N:6][CH:5]=1. The yield is 0.960.